This data is from NCI-60 drug combinations with 297,098 pairs across 59 cell lines. The task is: Regression. Given two drug SMILES strings and cell line genomic features, predict the synergy score measuring deviation from expected non-interaction effect. (1) Drug 1: CCC1=CC2CC(C3=C(CN(C2)C1)C4=CC=CC=C4N3)(C5=C(C=C6C(=C5)C78CCN9C7C(C=CC9)(C(C(C8N6C)(C(=O)OC)O)OC(=O)C)CC)OC)C(=O)OC.C(C(C(=O)O)O)(C(=O)O)O. Drug 2: CS(=O)(=O)OCCCCOS(=O)(=O)C. Cell line: OVCAR-5. Synergy scores: CSS=46.5, Synergy_ZIP=1.30, Synergy_Bliss=4.30, Synergy_Loewe=-55.0, Synergy_HSA=4.45. (2) Drug 1: C1C(C(OC1N2C=NC3=C(N=C(N=C32)Cl)N)CO)O. Drug 2: B(C(CC(C)C)NC(=O)C(CC1=CC=CC=C1)NC(=O)C2=NC=CN=C2)(O)O. Cell line: NCI-H522. Synergy scores: CSS=76.6, Synergy_ZIP=-5.82, Synergy_Bliss=-2.03, Synergy_Loewe=-2.40, Synergy_HSA=-1.51. (3) Drug 1: C1=C(C(=O)NC(=O)N1)N(CCCl)CCCl. Drug 2: CC1=C(C(CCC1)(C)C)C=CC(=CC=CC(=CC(=O)O)C)C. Cell line: MOLT-4. Synergy scores: CSS=22.1, Synergy_ZIP=-12.1, Synergy_Bliss=-22.6, Synergy_Loewe=-27.1, Synergy_HSA=-21.4. (4) Drug 1: C1=CC(=CC=C1CCC2=CNC3=C2C(=O)NC(=N3)N)C(=O)NC(CCC(=O)O)C(=O)O. Drug 2: C1=CC(=C2C(=C1NCCNCCO)C(=O)C3=C(C=CC(=C3C2=O)O)O)NCCNCCO. Cell line: SK-MEL-28. Synergy scores: CSS=41.0, Synergy_ZIP=-13.1, Synergy_Bliss=-4.69, Synergy_Loewe=-4.66, Synergy_HSA=-0.896. (5) Drug 1: CC1=C(C=C(C=C1)NC2=NC=CC(=N2)N(C)C3=CC4=NN(C(=C4C=C3)C)C)S(=O)(=O)N.Cl. Drug 2: C(CCl)NC(=O)N(CCCl)N=O. Cell line: SNB-19. Synergy scores: CSS=3.28, Synergy_ZIP=0.448, Synergy_Bliss=1.75, Synergy_Loewe=-4.09, Synergy_HSA=-1.34. (6) Drug 1: CC1=C(C=C(C=C1)NC(=O)C2=CC=C(C=C2)CN3CCN(CC3)C)NC4=NC=CC(=N4)C5=CN=CC=C5. Drug 2: CC1CCCC2(C(O2)CC(NC(=O)CC(C(C(=O)C(C1O)C)(C)C)O)C(=CC3=CSC(=N3)C)C)C. Cell line: A549. Synergy scores: CSS=57.6, Synergy_ZIP=5.40, Synergy_Bliss=3.90, Synergy_Loewe=-30.5, Synergy_HSA=3.29. (7) Drug 1: CC(CN1CC(=O)NC(=O)C1)N2CC(=O)NC(=O)C2. Drug 2: CC1=C2C(C(=O)C3(C(CC4C(C3C(C(C2(C)C)(CC1OC(=O)C(C(C5=CC=CC=C5)NC(=O)OC(C)(C)C)O)O)OC(=O)C6=CC=CC=C6)(CO4)OC(=O)C)O)C)O. Cell line: OVCAR-4. Synergy scores: CSS=13.8, Synergy_ZIP=-8.11, Synergy_Bliss=-6.08, Synergy_Loewe=-6.22, Synergy_HSA=-3.69. (8) Drug 1: COC1=CC(=CC(=C1O)OC)C2C3C(COC3=O)C(C4=CC5=C(C=C24)OCO5)OC6C(C(C7C(O6)COC(O7)C8=CC=CS8)O)O. Drug 2: COCCOC1=C(C=C2C(=C1)C(=NC=N2)NC3=CC=CC(=C3)C#C)OCCOC.Cl. Cell line: MDA-MB-435. Synergy scores: CSS=5.84, Synergy_ZIP=0.176, Synergy_Bliss=8.06, Synergy_Loewe=4.38, Synergy_HSA=4.61. (9) Drug 1: C1C(C(OC1N2C=NC3=C(N=C(N=C32)Cl)N)CO)O. Drug 2: CC1C(C(CC(O1)OC2CC(OC(C2O)C)OC3=CC4=CC5=C(C(=O)C(C(C5)C(C(=O)C(C(C)O)O)OC)OC6CC(C(C(O6)C)O)OC7CC(C(C(O7)C)O)OC8CC(C(C(O8)C)O)(C)O)C(=C4C(=C3C)O)O)O)O. Cell line: DU-145. Synergy scores: CSS=58.8, Synergy_ZIP=-2.38, Synergy_Bliss=5.74, Synergy_Loewe=-3.62, Synergy_HSA=4.26. (10) Drug 1: CC12CCC3C(C1CCC2=O)CC(=C)C4=CC(=O)C=CC34C. Drug 2: CN1C(=O)N2C=NC(=C2N=N1)C(=O)N. Cell line: MDA-MB-231. Synergy scores: CSS=55.7, Synergy_ZIP=-1.75, Synergy_Bliss=-2.55, Synergy_Loewe=-3.17, Synergy_HSA=-2.58.